This data is from Peptide-MHC class I binding affinity with 185,985 pairs from IEDB/IMGT. The task is: Regression. Given a peptide amino acid sequence and an MHC pseudo amino acid sequence, predict their binding affinity value. This is MHC class I binding data. (1) The peptide sequence is ITNTIAGVA. The MHC is HLA-A02:01 with pseudo-sequence HLA-A02:01. The binding affinity (normalized) is 0.0851. (2) The peptide sequence is NSPGLAKV. The MHC is Mamu-A01 with pseudo-sequence Mamu-A01. The binding affinity (normalized) is 0.173. (3) The binding affinity (normalized) is 0. The MHC is HLA-B15:01 with pseudo-sequence HLA-B15:01. The peptide sequence is LYQLLEAVY. (4) The MHC is HLA-B18:01 with pseudo-sequence HLA-B18:01. The peptide sequence is IRFPKTFGY. The binding affinity (normalized) is 0.106.